This data is from Forward reaction prediction with 1.9M reactions from USPTO patents (1976-2016). The task is: Predict the product of the given reaction. (1) Given the reactants Cl[C:2]1[C:7]([C:8]#[N:9])=[CH:6][CH:5]=[CH:4][N:3]=1.[SH:10][CH2:11][C:12]([O:14][CH2:15][CH3:16])=[O:13].C(=O)([O-])[O-].[Na+].[Na+].CCO, predict the reaction product. The product is: [NH2:9][C:8]1[C:7]2[C:2](=[N:3][CH:4]=[CH:5][CH:6]=2)[S:10][C:11]=1[C:12]([O:14][CH2:15][CH3:16])=[O:13]. (2) Given the reactants [CH3:1][C:2]1[CH:3]([C:13]([O:15][CH2:16][CH3:17])=[O:14])[C:4]2([CH2:9][C:10](=[O:12])[CH:11]=1)[CH2:8][CH2:7][CH2:6][CH2:5]2.[Cl-].[Cl-].[Cl-].[Ce+3].[BH4-].[Na+].Cl, predict the reaction product. The product is: [OH:12][C@H:10]1[CH2:9][C:4]2([CH2:5][CH2:6][CH2:7][CH2:8]2)[C@@H:3]([C:13]([O:15][CH2:16][CH3:17])=[O:14])[C:2]([CH3:1])=[CH:11]1.[OH:12][C@@H:10]1[CH2:9][C:4]2([CH2:5][CH2:6][CH2:7][CH2:8]2)[C@@H:3]([C:13]([O:15][CH2:16][CH3:17])=[O:14])[C:2]([CH3:1])=[CH:11]1. (3) Given the reactants C1(C(C2C=CC=CC=2)[N:8]2[CH2:11][C:10]([N:13]3[CH2:17][CH2:16][CH2:15][CH2:14]3)([CH3:12])[CH2:9]2)C=CC=CC=1.[ClH:24], predict the reaction product. The product is: [ClH:24].[ClH:24].[CH3:12][C:10]1([N:13]2[CH2:17][CH2:16][CH2:15][CH2:14]2)[CH2:11][NH:8][CH2:9]1. (4) Given the reactants [C:1]([C:5]1[C:10]([O:11][CH2:12][CH3:13])=[CH:9][C:8]([C:14]2[N:15]([C:33](Cl)=[O:34])[C@H:16]([C:26]3[CH:31]=[CH:30][C:29]([Cl:32])=[CH:28][CH:27]=3)[C@H:17]([C:19]3[CH:24]=[CH:23][C:22]([Cl:25])=[CH:21][CH:20]=3)[N:18]=2)=[C:7]([O:36][CH2:37][CH3:38])[CH:6]=1)([CH3:4])([CH3:3])[CH3:2].[NH:39]1[CH2:45][CH2:44][C:43](=[O:46])[NH:42][CH2:41][CH2:40]1, predict the reaction product. The product is: [ClH:25].[C:1]([C:5]1[C:10]([O:11][CH2:12][CH3:13])=[CH:9][C:8]([C:14]2[N:15]([C:33]([N:39]3[CH2:45][CH2:44][C:43](=[O:46])[NH:42][CH2:41][CH2:40]3)=[O:34])[C@H:16]([C:26]3[CH:27]=[CH:28][C:29]([Cl:32])=[CH:30][CH:31]=3)[C@H:17]([C:19]3[CH:24]=[CH:23][C:22]([Cl:25])=[CH:21][CH:20]=3)[N:18]=2)=[C:7]([O:36][CH2:37][CH3:38])[CH:6]=1)([CH3:2])([CH3:3])[CH3:4]. (5) Given the reactants [Si:1]([O:8][C@@H:9]([CH3:15])[C:10]([O:12]CC)=O)([C:4]([CH3:7])([CH3:6])[CH3:5])([CH3:3])[CH3:2].[Cl:16][CH2:17]C([O-])=O.[Na+].C(N(CC)CC)C.C([Mg]Cl)(C)(C)C.Cl, predict the reaction product. The product is: [Cl:16][CH2:17][C:10](=[O:12])[C@@H:9]([O:8][Si:1]([C:4]([CH3:5])([CH3:6])[CH3:7])([CH3:2])[CH3:3])[CH3:15]. (6) Given the reactants [CH3:1][C:2]1([CH3:29])[CH2:11][C:10]2[C:5](=[CH:6][CH:7]=[C:8]([C:12]([O:14]C)=[O:13])[CH:9]=2)[NH:4][CH:3]1[C:16]1[CH:21]=[CH:20][CH:19]=[C:18]([C:22](=[O:28])[NH:23][S:24]([CH3:27])(=[O:26])=[O:25])[CH:17]=1.[OH-].[Na+].C(OCC)(=O)C, predict the reaction product. The product is: [CH3:1][C:2]1([CH3:29])[CH2:11][C:10]2[C:5](=[CH:6][CH:7]=[C:8]([C:12]([OH:14])=[O:13])[CH:9]=2)[NH:4][CH:3]1[C:16]1[CH:21]=[CH:20][CH:19]=[C:18]([C:22](=[O:28])[NH:23][S:24]([CH3:27])(=[O:26])=[O:25])[CH:17]=1. (7) Given the reactants [Cl:1][C:2]1[N:3]=[C:4]([N:22]2[CH2:27][CH2:26][O:25][CH2:24][CH2:23]2)[C:5]2[S:10][C:9]([CH2:11][N:12]3[CH2:21][CH2:20][C:15]4(OCCO4)[CH2:14][CH2:13]3)=[CH:8][C:6]=2[N:7]=1.[C:28]([O:32][C:33]([N:35]1C2C(CNCC2)[CH2:37][CH2:36]1)=[O:34])([CH3:31])([CH3:30])[CH3:29], predict the reaction product. The product is: [C:28]([O:32][C:33]([N:35]1[CH:15]2[CH:14]([CH2:13][N:12]([CH2:11][C:9]3[S:10][C:5]4[C:4]([N:22]5[CH2:23][CH2:24][O:25][CH2:26][CH2:27]5)=[N:3][C:2]([Cl:1])=[N:7][C:6]=4[CH:8]=3)[CH2:21][CH2:20]2)[CH2:37][CH2:36]1)=[O:34])([CH3:31])([CH3:30])[CH3:29]. (8) The product is: [CH2:17]([O:16][C:14]([N:10]1[CH2:11][CH2:12][CH2:13][C:8]21[C:7](=[O:24])[N:6]([CH2:5][C:4]([OH:25])=[O:3])[CH2:9]2)=[O:15])[C:18]1[CH:19]=[CH:20][CH:21]=[CH:22][CH:23]=1. Given the reactants C([O:3][C:4](=[O:25])[CH2:5][N:6]1[CH2:9][C:8]2([CH2:13][CH2:12][CH2:11][N:10]2[C:14]([O:16][CH2:17][C:18]2[CH:23]=[CH:22][CH:21]=[CH:20][CH:19]=2)=[O:15])[C:7]1=[O:24])C.O[Li].O, predict the reaction product. (9) Given the reactants [CH2:1]([O:3][C:4](=[O:19])[CH:5]([CH2:9][C:10]([C:12]1[CH:17]=[CH:16][C:15]([F:18])=[CH:14][CH:13]=1)=O)[C:6](=O)[CH3:7])[CH3:2].[NH2:20][C:21]1[CH:26]=[CH:25][CH:24]=[CH:23][CH:22]=1.O, predict the reaction product. The product is: [CH2:1]([O:3][C:4]([C:5]1[CH:9]=[C:10]([C:12]2[CH:17]=[CH:16][C:15]([F:18])=[CH:14][CH:13]=2)[N:20]([C:21]2[CH:26]=[CH:25][CH:24]=[CH:23][CH:22]=2)[C:6]=1[CH3:7])=[O:19])[CH3:2]. (10) The product is: [Cl:1][C:2]1[CH:3]=[CH:4][C:5]([S:8]([N:11]([CH2:21][C:22]2[CH:23]=[CH:24][C:25]([C:26]([OH:28])=[O:27])=[CH:30][CH:31]=2)[CH:12]([C:15]2[CH:20]=[CH:19][CH:18]=[CH:17][CH:16]=2)[CH2:13][CH3:14])(=[O:9])=[O:10])=[CH:6][CH:7]=1. Given the reactants [Cl:1][C:2]1[CH:7]=[CH:6][C:5]([S:8]([N:11]([CH2:21][C:22]2[CH:31]=[CH:30][C:25]([C:26]([O:28]C)=[O:27])=[CH:24][CH:23]=2)[CH:12]([C:15]2[CH:20]=[CH:19][CH:18]=[CH:17][CH:16]=2)[CH2:13][CH3:14])(=[O:10])=[O:9])=[CH:4][CH:3]=1.[OH-].[K+], predict the reaction product.